This data is from Reaction yield outcomes from USPTO patents with 853,638 reactions. The task is: Predict the reaction yield, written as a fraction of the theoretical maximum amount of product (1.0 means a 100% yield; for example, 0.34 means a 34% yield). (1) The reactants are [N:1]([CH2:4][C@@H:5]1[CH2:10][NH:9][C:8]2[CH:11]=[CH:12][CH:13]=[C:14](Br)[C:7]=2[O:6]1)=[N+:2]=[N-:3].[CH3:16][O:17][C:18]1[CH:23]=[CH:22][C:21](B(O)O)=[C:20]([CH3:27])[CH:19]=1. No catalyst specified. The product is [N:1]([CH2:4][C@H:5]1[CH2:10][NH:9][C:8]2[CH:11]=[CH:12][CH:13]=[C:14]([C:21]3[CH:22]=[CH:23][C:18]([O:17][CH3:16])=[CH:19][C:20]=3[CH3:27])[C:7]=2[O:6]1)=[N+:2]=[N-:3]. The yield is 0.500. (2) The reactants are [O:1]1[CH2:5][CH2:4][CH2:3][CH2:2]1.[CH2:6]([Li])[CH2:7][CH2:8][CH3:9].[B:11]([O:16]C)(OC)[O:12]C.Cl. The catalyst is CCCCCC. The product is [CH:6]1[C:3]2[C:4]3[CH:2]=[CH:3][CH:4]=[CH:5][C:5]=3[O:1][C:2]=2[CH:9]=[CH:8][C:7]=1[B:11]([OH:16])[OH:12]. The yield is 0.550.